This data is from Full USPTO retrosynthesis dataset with 1.9M reactions from patents (1976-2016). The task is: Predict the reactants needed to synthesize the given product. Given the product [F:21][C:19]([F:22])([F:20])[C:18]([N:17]1[C:13]2=[N:12][CH:1]=[CH:2][CH:3]=[C:14]2[C:15]([C:25]#[N:26])=[CH:16]1)([CH3:23])[CH3:24], predict the reactants needed to synthesize it. The reactants are: [CH3:1][C:2]1C=CC(S(O)(=O)=O)=C[CH:3]=1.[NH2:12][C:13]1[N:17]([C:18]([CH3:24])([CH3:23])[C:19]([F:22])([F:21])[F:20])[CH:16]=[C:15]([C:25]#[N:26])[CH:14]=1.COC(OC)CC(OC)OC.